Predict which catalyst facilitates the given reaction. From a dataset of Catalyst prediction with 721,799 reactions and 888 catalyst types from USPTO. (1) Reactant: CC(C)([O-])C.[K+].CC(C)([O-])C.[CH3:12][CH:13]([C:19]([CH3:21])=[O:20])[C:14]([O:16][CH2:17][CH3:18])=[O:15].[CH2:22]([O:24][C:25](=[O:32])[CH2:26][CH2:27][CH2:28][CH2:29][CH2:30]Br)[CH3:23]. Product: [C:25]([CH2:26][CH2:27][CH2:28][CH2:29][CH2:30][C:13]([CH3:12])([C:19]([CH3:21])=[O:20])[C:14]([O:16][CH2:17][CH3:18])=[O:15])([O:24][CH2:22][CH3:23])=[O:32]. The catalyst class is: 107. (2) Reactant: [Cl:1][C:2]1[C:3]([NH2:8])=[N:4][CH:5]=[CH:6][N:7]=1.C(=O)([O-])[O-].[Na+].[Na+].[Br:15]Br.O. Product: [Br:15][C:6]1[N:7]=[C:2]([Cl:1])[C:3]([NH2:8])=[N:4][CH:5]=1. The catalyst class is: 15.